This data is from Peptide-MHC class I binding affinity with 185,985 pairs from IEDB/IMGT. The task is: Regression. Given a peptide amino acid sequence and an MHC pseudo amino acid sequence, predict their binding affinity value. This is MHC class I binding data. (1) The peptide sequence is VLQQIFHSS. The MHC is HLA-B15:01 with pseudo-sequence HLA-B15:01. The binding affinity (normalized) is 0.0847. (2) The peptide sequence is RMWEFLDRL. The MHC is HLA-A02:19 with pseudo-sequence HLA-A02:19. The binding affinity (normalized) is 1.00.